Dataset: Retrosynthesis with 50K atom-mapped reactions and 10 reaction types from USPTO. Task: Predict the reactants needed to synthesize the given product. Given the product Cc1cc2ccccc2n1Cc1ccccc1, predict the reactants needed to synthesize it. The reactants are: Cc1cc2ccccc2[nH]1.ClCc1ccccc1.